This data is from Full USPTO retrosynthesis dataset with 1.9M reactions from patents (1976-2016). The task is: Predict the reactants needed to synthesize the given product. (1) Given the product [C:1]([O:5][C:6](=[O:21])[NH:7][C:8]1[CH:13]=[C:12]([N:14]2[CH2:15][CH2:16][CH2:17][CH2:18]2)[C:11]([CH3:19])=[CH:10][C:9]=1[NH:20][C:27](=[O:26])[CH2:28][C:29](=[O:49])[C:30]1[CH:35]=[CH:34][CH:33]=[C:32]([N:36]2[C:40]([CH2:41][O:42][CH:43]3[CH2:48][CH2:47][CH2:46][CH2:45][O:44]3)=[CH:39][N:38]=[N:37]2)[CH:31]=1)([CH3:4])([CH3:2])[CH3:3], predict the reactants needed to synthesize it. The reactants are: [C:1]([O:5][C:6](=[O:21])[NH:7][C:8]1[CH:13]=[C:12]([N:14]2[CH2:18][CH2:17][CH2:16][CH2:15]2)[C:11]([CH3:19])=[CH:10][C:9]=1[NH2:20])([CH3:4])([CH3:3])[CH3:2].C([O:26][C:27](=O)[CH2:28][C:29](=[O:49])[C:30]1[CH:35]=[CH:34][CH:33]=[C:32]([N:36]2[C:40]([CH2:41][O:42][CH:43]3[CH2:48][CH2:47][CH2:46][CH2:45][O:44]3)=[CH:39][N:38]=[N:37]2)[CH:31]=1)(C)(C)C. (2) Given the product [C:1]1([C@@H:19]([CH:16]2[CH2:17][CH2:18][N:13]([S:10]([CH3:9])(=[O:11])=[O:12])[CH2:14][CH2:15]2)[CH2:20][C:21]([N:22]2[C@H:26]([C:27]3[CH:28]=[CH:29][CH:30]=[CH:31][CH:32]=3)[C@H:25]([CH3:33])[N:24]([CH3:34])[C:23]2=[O:35])=[O:36])[CH:6]=[CH:5][CH:4]=[CH:3][CH:2]=1, predict the reactants needed to synthesize it. The reactants are: [C:1]1([Mg]Br)[CH:6]=[CH:5][CH:4]=[CH:3][CH:2]=1.[CH3:9][S:10]([N:13]1[CH2:18][CH2:17][CH:16]([CH2:19][CH:20]=[CH:21][N:22]2[C@H:26]([C:27]3[CH:32]=[CH:31][CH:30]=[CH:29][CH:28]=3)[C@H:25]([CH3:33])[N:24]([CH3:34])[C:23]2=[O:35])[CH2:15][CH2:14]1)(=[O:12])=[O:11].[O-:36]S(C(F)(F)F)(=O)=O.C([B+]CCCC)CCC. (3) Given the product [C:45]([O:44][CH:39]([C:29]1[N:30]=[C:31]([C:33]2[CH:38]=[CH:37][CH:36]=[CH:35][CH:34]=2)[S:32][C:28]=1[C:16]1[CH:25]=[CH:24][C:23]2[O:22][CH2:21][CH2:20][CH2:19][C:18]=2[CH:17]=1)[C:40]([O:42][CH3:43])=[O:41])([CH3:48])([CH3:46])[CH3:47], predict the reactants needed to synthesize it. The reactants are: C(=O)([O-])[O-].[Na+].[Na+].O.CC1(C)C(C)(C)OB([C:16]2[CH:17]=[C:18]3[C:23](=[CH:24][CH:25]=2)[O:22][CH2:21][CH2:20][CH2:19]3)O1.Br[C:28]1[S:32][C:31]([C:33]2[CH:38]=[CH:37][CH:36]=[CH:35][CH:34]=2)=[N:30][C:29]=1[CH:39]([O:44][C:45]([CH3:48])([CH3:47])[CH3:46])[C:40]([O:42][CH3:43])=[O:41]. (4) The reactants are: [CH3:1][C:2]1[CH:7]=[C:6]([CH3:8])[CH:5]=[CH:4][C:3]=1[OH:9].[Cl:10][C:11]1[CH:16]=[CH:15][CH:14]=[C:13](Cl)[N:12]=1.C(=O)([O-])[O-].[K+].[K+]. Given the product [Cl:10][C:11]1[CH:16]=[CH:15][CH:14]=[C:13]([O:9][C:3]2[CH:4]=[CH:5][C:6]([CH3:8])=[CH:7][C:2]=2[CH3:1])[N:12]=1, predict the reactants needed to synthesize it. (5) Given the product [F:3][C:4]1[CH:9]=[C:8]([F:10])[CH:7]=[CH:6][C:5]=1[S:11][CH2:13][CH2:14][CH2:15][O:16][CH:17]1[CH2:22][CH2:21][CH2:20][CH2:19][O:18]1, predict the reactants needed to synthesize it. The reactants are: [H-].[Na+].[F:3][C:4]1[CH:9]=[C:8]([F:10])[CH:7]=[CH:6][C:5]=1[SH:11].Br[CH2:13][CH2:14][CH2:15][O:16][CH:17]1[CH2:22][CH2:21][CH2:20][CH2:19][O:18]1.O. (6) Given the product [CH2:1]([N:8]1[CH2:19][CH:18]2[CH2:20][CH:10]([CH2:11][C:12]3[C:13]([Br:23])=[C:14]([O:21][CH3:22])[CH:15]=[CH:16][C:17]=32)[CH2:9]1)[C:2]1[CH:3]=[CH:4][CH:5]=[CH:6][CH:7]=1, predict the reactants needed to synthesize it. The reactants are: [CH2:1]([N:8]1[CH2:19][CH:18]2[CH2:20][CH:10]([CH2:11][C:12]3[CH:13]=[C:14]([O:21][CH3:22])[CH:15]=[CH:16][C:17]=32)[CH2:9]1)[C:2]1[CH:7]=[CH:6][CH:5]=[CH:4][CH:3]=1.[Br:23]Br. (7) The reactants are: [N:1]1[CH:6]=[CH:5][CH:4]=[C:3]([NH:7][C@H:8]2[CH2:12][CH2:11][N:10]([C:13]3[CH:25]=[CH:24][C:16]([C:17]([O:19]C(C)(C)C)=O)=[CH:15][CH:14]=3)[CH2:9]2)[CH:2]=1.FC(F)(F)C(O)=O.CCN(CC)CC.F[P-](F)(F)(F)(F)F.[N:47]1(O[P+](N(C)C)(N(C)C)N(C)C)[C:51]2[CH:52]=[CH:53][CH:54]=[CH:55][C:50]=2[N:49]=N1. Given the product [NH2:47][C:51]1[CH:52]=[CH:53][CH:54]=[CH:55][C:50]=1[NH:49][C:17](=[O:19])[C:16]1[CH:15]=[CH:14][C:13]([N:10]2[CH2:11][CH2:12][C@H:8]([NH:7][C:3]3[CH:2]=[N:1][CH:6]=[CH:5][CH:4]=3)[CH2:9]2)=[CH:25][CH:24]=1, predict the reactants needed to synthesize it.